Dataset: Full USPTO retrosynthesis dataset with 1.9M reactions from patents (1976-2016). Task: Predict the reactants needed to synthesize the given product. (1) Given the product [CH:22]1([CH2:21][C:9]([CH2:8][C:7]2[CH:6]=[CH:5][C:4]([O:3][C:2]([F:16])([F:17])[F:1])=[CH:15][CH:14]=2)([C:12]#[N:13])[C:10]#[N:11])[CH2:25][CH2:24][CH2:23]1, predict the reactants needed to synthesize it. The reactants are: [F:1][C:2]([F:17])([F:16])[O:3][C:4]1[CH:15]=[CH:14][C:7]([CH2:8][CH:9]([C:12]#[N:13])[C:10]#[N:11])=[CH:6][CH:5]=1.[H-].[Na+].Br[CH2:21][CH:22]1[CH2:25][CH2:24][CH2:23]1. (2) Given the product [CH2:1]([C@@:4]1([CH3:31])[CH2:9][C@H:8]([C:10]2[CH:15]=[CH:14][CH:13]=[C:12]([Cl:16])[CH:11]=2)[C@@H:7]([C:17]2[CH:18]=[CH:19][C:20]([Cl:23])=[CH:21][CH:22]=2)[N:6]([C@@H:24]([CH2:28][CH3:29])[C:25]([OH:27])([CH3:26])[C:34]([F:37])([F:36])[F:35])[C:5]1=[O:30])[CH:2]=[CH2:3], predict the reactants needed to synthesize it. The reactants are: [CH2:1]([C@@:4]1([CH3:31])[CH2:9][C@H:8]([C:10]2[CH:15]=[CH:14][CH:13]=[C:12]([Cl:16])[CH:11]=2)[C@@H:7]([C:17]2[CH:22]=[CH:21][C:20]([Cl:23])=[CH:19][CH:18]=2)[N:6]([C@@H:24]([CH2:28][CH3:29])[C:25](=[O:27])[CH3:26])[C:5]1=[O:30])[CH:2]=[CH2:3].C[Si](C)(C)[C:34]([F:37])([F:36])[F:35].[F-].C([N+](CCCC)(CCCC)CCCC)CCC. (3) Given the product [NH2:26][C:17]1[CH:18]=[N:19][C:20]2[C:25]([C:16]=1[NH:15][CH2:14][CH2:13][O:12][CH2:11][CH2:10][N:2]([CH3:1])[C:3](=[O:9])[O:4][C:5]([CH3:6])([CH3:7])[CH3:8])=[CH:24][CH:23]=[CH:22][CH:21]=2, predict the reactants needed to synthesize it. The reactants are: [CH3:1][N:2]([CH2:10][CH2:11][O:12][CH2:13][CH2:14][NH:15][C:16]1[C:25]2[C:20](=[CH:21][CH:22]=[CH:23][CH:24]=2)[N:19]=[CH:18][C:17]=1[N+:26]([O-])=O)[C:3](=[O:9])[O:4][C:5]([CH3:8])([CH3:7])[CH3:6]. (4) Given the product [Br-:1].[C:28]1([C:21]2([C:19]([O:18][C@@H:12]3[CH:13]4[CH2:16][CH2:17][N+:10]([CH2:2][CH2:3][C:4]5[CH:9]=[N:8][CH:7]=[CH:6][N:5]=5)([CH2:15][CH2:14]4)[CH2:11]3)=[O:20])[CH2:27][CH2:26][CH2:25][CH2:24][CH2:23][CH2:22]2)[CH:29]=[CH:30][CH:31]=[CH:32][CH:33]=1, predict the reactants needed to synthesize it. The reactants are: [Br:1][CH2:2][CH2:3][C:4]1[CH:9]=[N:8][CH:7]=[CH:6][N:5]=1.[N:10]12[CH2:17][CH2:16][CH:13]([CH2:14][CH2:15]1)[C@@H:12]([O:18][C:19]([C:21]1([C:28]3[CH:33]=[CH:32][CH:31]=[CH:30][CH:29]=3)[CH2:27][CH2:26][CH2:25][CH2:24][CH2:23][CH2:22]1)=[O:20])[CH2:11]2. (5) Given the product [P:3]([OH:47])([OH:46])([O:5][CH2:6][CH2:7][N:8]([CH2:12][CH2:13][CH2:14][O:15][C:16]1[CH:25]=[C:24]2[C:19]([C:20]([NH:26][C:27]3[CH:31]=[C:30]([CH2:32][C:33]([NH:35][C:36]4[CH:41]=[CH:40][CH:39]=[C:38]([F:42])[C:37]=4[F:43])=[O:34])[NH:29][N:28]=3)=[N:21][CH:22]=[N:23]2)=[CH:18][C:17]=1[O:44][CH3:45])[CH2:9][CH2:10][CH3:11])=[O:4], predict the reactants needed to synthesize it. The reactants are: Cl.Cl.[P:3]([OH:47])([OH:46])([O:5][CH2:6][CH2:7][N:8]([CH2:12][CH2:13][CH2:14][O:15][C:16]1[CH:25]=[C:24]2[C:19]([C:20]([NH:26][C:27]3[CH:31]=[C:30]([CH2:32][C:33]([NH:35][C:36]4[CH:41]=[CH:40][CH:39]=[C:38]([F:42])[C:37]=4[F:43])=[O:34])[NH:29][N:28]=3)=[N:21][CH:22]=[N:23]2)=[CH:18][C:17]=1[O:44][CH3:45])[CH2:9][CH2:10][CH3:11])=[O:4].C1CC2OC2CC1. (6) The reactants are: [C:1]1([N:7]2[CH2:12][CH2:11][O:10][CH2:9][CH2:8]2)[CH:6]=[CH:5][CH:4]=[CH:3][CH:2]=1.[Br:13]Br.O.[OH-].[Na+]. Given the product [Br:13][C:4]1[CH:5]=[CH:6][C:1]([N:7]2[CH2:12][CH2:11][O:10][CH2:9][CH2:8]2)=[CH:2][CH:3]=1, predict the reactants needed to synthesize it.